Predict the product of the given reaction. From a dataset of Forward reaction prediction with 1.9M reactions from USPTO patents (1976-2016). (1) Given the reactants Cl[O-].[Na+].[CH2:4]([O:11][C:12]1[CH:13]=[C:14](/[CH:19]=[N:20]/[OH:21])[CH:15]=[C:16]([Br:18])[CH:17]=1)[C:5]1[CH:10]=[CH:9][CH:8]=[CH:7][CH:6]=1.[CH2:22]=[C:23]([CH2:31][C:32]([O:34][C:35]([CH3:38])([CH3:37])[CH3:36])=[O:33])[C:24]([O:26][C:27]([CH3:30])([CH3:29])[CH3:28])=[O:25], predict the reaction product. The product is: [CH2:4]([O:11][C:12]1[CH:13]=[C:14]([C:19]2[CH2:22][C:23]([CH2:31][C:32]([O:34][C:35]([CH3:36])([CH3:38])[CH3:37])=[O:33])([C:24]([O:26][C:27]([CH3:30])([CH3:28])[CH3:29])=[O:25])[O:21][N:20]=2)[CH:15]=[C:16]([Br:18])[CH:17]=1)[C:5]1[CH:6]=[CH:7][CH:8]=[CH:9][CH:10]=1. (2) Given the reactants Br[C:2]1[C:3]([N:9]2[CH2:14][CH2:13][O:12][CH2:11][CH:10]2[C:15]([NH:17][C@H:18]([C:20]2[CH:25]=[CH:24][C:23]([CH3:26])=[CH:22][CH:21]=2)[CH3:19])=[O:16])=[N:4][C:5]([Cl:8])=[N:6][CH:7]=1.[O-]P([O-])([O-])=O.[K+].[K+].[K+].CC1(C)C2C(=C(P(C3C=CC=CC=3)C3C=CC=CC=3)C=CC=2)OC2C(P(C3C=CC=CC=3)C3C=CC=CC=3)=CC=CC1=2, predict the reaction product. The product is: [Cl:8][C:5]1[N:6]=[CH:7][C:2]2[N:17]([C@H:18]([C:20]3[CH:25]=[CH:24][C:23]([CH3:26])=[CH:22][CH:21]=3)[CH3:19])[C:15](=[O:16])[CH:10]3[CH2:11][O:12][CH2:13][CH2:14][N:9]3[C:3]=2[N:4]=1. (3) The product is: [C:9]([O:13][C:14]([NH:16][CH2:17][C@H:18]([N:23]1[CH2:24][CH2:25][N:26]([S:4]([CH2:3][CH:2]([CH3:8])[CH3:1])(=[O:6])=[O:5])[CH2:27][CH2:28]1)[C:19]([O:21][CH3:22])=[O:20])=[O:15])([CH3:12])([CH3:10])[CH3:11]. Given the reactants [CH3:1][C:2]([CH3:8])=[CH:3][S:4](Cl)(=[O:6])=[O:5].[C:9]([O:13][C:14]([NH:16][CH2:17][C@H:18]([N:23]1[CH2:28][CH2:27][NH:26][CH2:25][CH2:24]1)[C:19]([O:21][CH3:22])=[O:20])=[O:15])([CH3:12])([CH3:11])[CH3:10].C(N(CC)CC)C.O, predict the reaction product. (4) Given the reactants [Cl:1][C:2]1[C:10]([F:11])=[CH:9][CH:8]=[CH:7][C:3]=1[C:4]([OH:6])=O.[F:12][C:13]1[CH:18]=[CH:17][C:16]([CH:19]([C:22]2[CH:23]=[N:24][C:25]([C:28]([F:31])([F:30])[F:29])=[CH:26][CH:27]=2)[CH2:20][NH2:21])=[CH:15][CH:14]=1, predict the reaction product. The product is: [Cl:1][C:2]1[C:10]([F:11])=[CH:9][CH:8]=[CH:7][C:3]=1[C:4]([NH:21][CH2:20][CH:19]([C:16]1[CH:15]=[CH:14][C:13]([F:12])=[CH:18][CH:17]=1)[C:22]1[CH:23]=[N:24][C:25]([C:28]([F:31])([F:29])[F:30])=[CH:26][CH:27]=1)=[O:6].